This data is from Peptide-MHC class I binding affinity with 185,985 pairs from IEDB/IMGT. The task is: Regression. Given a peptide amino acid sequence and an MHC pseudo amino acid sequence, predict their binding affinity value. This is MHC class I binding data. (1) The peptide sequence is FLKEEGGL. The MHC is HLA-B42:01 with pseudo-sequence HLA-B42:01. The binding affinity (normalized) is 0.325. (2) The peptide sequence is FLHKRFTLV. The MHC is HLA-A02:02 with pseudo-sequence HLA-A02:02. The binding affinity (normalized) is 1.00. (3) The peptide sequence is RVRAYTYSK. The MHC is HLA-B18:01 with pseudo-sequence HLA-B18:01. The binding affinity (normalized) is 0. (4) The peptide sequence is GWPDNYCEW. The MHC is HLA-A31:01 with pseudo-sequence HLA-A31:01. The binding affinity (normalized) is 0.0847.